Task: Predict the reactants needed to synthesize the given product.. Dataset: Full USPTO retrosynthesis dataset with 1.9M reactions from patents (1976-2016) (1) Given the product [NH4+:7].[OH-:11].[Cl:1][C:2]1[CH:3]=[CH:4][C:5]2[S:9][C:8]([CH2:10][O:11][C:12]3[C:13]([F:22])=[C:14]([C:18]([F:21])=[CH:19][CH:20]=3)[C:15]([NH:17][C:27](=[O:36])[O:28][CH:29]3[CH2:34][CH2:33][N:32]([CH3:35])[CH2:31][CH2:30]3)=[O:16])=[N:7][C:6]=2[CH:23]=1, predict the reactants needed to synthesize it. The reactants are: [Cl:1][C:2]1[CH:3]=[CH:4][C:5]2[S:9][C:8]([CH2:10][O:11][C:12]3[C:13]([F:22])=[C:14]([C:18]([F:21])=[CH:19][CH:20]=3)[C:15]([NH2:17])=[O:16])=[N:7][C:6]=2[CH:23]=1.N#N.Cl.[C:27](Cl)(=[O:36])[O:28][CH:29]1[CH2:34][CH2:33][N:32]([CH3:35])[CH2:31][CH2:30]1.[H-].[Na+]. (2) Given the product [Cl:1][C:2]1([Cl:14])[C:4]([CH3:6])([CH3:5])[CH:3]1[C:7]([OH:9])=[O:8], predict the reactants needed to synthesize it. The reactants are: [Cl:1][C:2]1([Cl:14])[C:4]([CH3:6])([CH3:5])[CH:3]1[C:7]([O:9]C(C)(C)C)=[O:8].FC(F)(F)C(O)=O.[OH-].[Na+].O. (3) Given the product [C:26]([C:23]1[CH:24]=[CH:25][C:20]([N:9]2[CH:8]([C:5]3[CH:6]=[CH:7][C:2]([C:35]#[N:36])=[CH:3][CH:4]=3)[CH2:12][CH2:11][CH:10]2[C:13]2[CH:18]=[CH:17][C:16]([C:31]#[N:32])=[CH:15][CH:14]=2)=[CH:21][CH:22]=1)([CH3:28])([CH3:29])[CH3:27], predict the reactants needed to synthesize it. The reactants are: Br[C:2]1[CH:7]=[CH:6][C:5]([CH:8]2[CH2:12][CH2:11][CH:10]([C:13]3[CH:18]=[CH:17][C:16](Br)=[CH:15][CH:14]=3)[N:9]2[C:20]2[CH:25]=[CH:24][C:23]([C:26]([CH3:29])([CH3:28])[CH3:27])=[CH:22][CH:21]=2)=[CH:4][CH:3]=1.[Cu][C:31]#[N:32].[OH-].[NH4+].[CH3:35][N:36](C=O)C. (4) Given the product [CH3:1][N:2]([CH3:32])[C:3]1[N:12]=[C:11]([NH:13][CH2:14][C:15]2[CH:20]=[CH:19][C:18]([NH:21][C:22](=[O:30])[C:23]3[CH:28]=[CH:27][C:26]([F:29])=[CH:25][CH:24]=3)=[CH:17][CH:16]=2)[C:10]2[C:5](=[CH:6][C:7](/[CH:33]=[CH:34]/[CH2:35][CH2:36][CH2:37][CH3:38])=[CH:8][CH:9]=2)[N:4]=1, predict the reactants needed to synthesize it. The reactants are: [CH3:1][N:2]([CH3:32])[C:3]1[N:12]=[C:11]([NH:13][CH2:14][C:15]2[CH:20]=[CH:19][C:18]([NH:21][C:22](=[O:30])[C:23]3[CH:28]=[CH:27][C:26]([F:29])=[CH:25][CH:24]=3)=[CH:17][CH:16]=2)[C:10]2[C:5](=[CH:6][C:7](I)=[CH:8][CH:9]=2)[N:4]=1.[CH:33](/B(O)O)=[CH:34]\[CH2:35][CH2:36][CH2:37][CH3:38].Cl. (5) Given the product [CH2:14]([O:21][C:22]([NH:24][C@@H:25]([CH2:29][CH3:30])[C:26]([N:1]1[CH2:8][CH2:7][CH2:6][C@H:2]1[C:3]([OH:5])=[O:4])=[O:27])=[O:23])[C:15]1[CH:20]=[CH:19][CH:18]=[CH:17][CH:16]=1, predict the reactants needed to synthesize it. The reactants are: [NH:1]1[CH2:8][CH2:7][CH2:6][C@H:2]1[C:3]([OH:5])=[O:4].C([O-])(O)=O.[Na+].[CH2:14]([O:21][C:22]([NH:24][C@@H:25]([CH2:29][CH3:30])[C:26](O)=[O:27])=[O:23])[C:15]1[CH:20]=[CH:19][CH:18]=[CH:17][CH:16]=1.Cl. (6) Given the product [C:32]([C:29]1[CH:28]=[CH:27][C:26]([C:20]2[CH:21]=[CH:22][C:23]([O:24][CH3:25])=[C:18]([CH2:17][NH:16][C@H:15]3[CH2:14][CH2:13][N:12]([C:39](=[O:40])[CH2:38][NH:37][C:34](=[O:36])[CH3:35])[CH2:11][C@H:10]3[C:7]3[CH:8]=[CH:9][C:4]([F:3])=[CH:5][CH:6]=3)[CH:19]=2)=[CH:31][CH:30]=1)#[N:33], predict the reactants needed to synthesize it. The reactants are: Cl.Cl.[F:3][C:4]1[CH:9]=[CH:8][C:7]([C@H:10]2[C@@H:15]([NH:16][CH2:17][C:18]3[CH:19]=[C:20]([C:26]4[CH:31]=[CH:30][C:29]([C:32]#[N:33])=[CH:28][CH:27]=4)[CH:21]=[CH:22][C:23]=3[O:24][CH3:25])[CH2:14][CH2:13][NH:12][CH2:11]2)=[CH:6][CH:5]=1.[C:34]([NH:37][CH2:38][C:39](O)=[O:40])(=[O:36])[CH3:35]. (7) Given the product [OH:21][C:22]([C:34]1[S:35][CH:36]=[CH:37][CH:38]=1)([C:39]1[S:40][CH:41]=[CH:42][CH:43]=1)[C:23]([O:25][C@H:26]1[CH2:27][CH2:28][C@H:29]([N:32]([CH2:6][CH2:7][CH2:8][N:9]2[C:13]3[CH:14]=[CH:15][C:16]([CH:18]=[O:19])=[CH:17][C:12]=3[S:11][C:10]2=[O:20])[CH3:33])[CH2:30][CH2:31]1)=[O:24], predict the reactants needed to synthesize it. The reactants are: CS(O[CH2:6][CH2:7][CH2:8][N:9]1[C:13]2[CH:14]=[CH:15][C:16]([CH:18]=[O:19])=[CH:17][C:12]=2[S:11][C:10]1=[O:20])(=O)=O.[OH:21][C:22]([C:39]1[S:40][CH:41]=[CH:42][CH:43]=1)([C:34]1[S:35][CH:36]=[CH:37][CH:38]=1)[C:23]([O:25][C@H:26]1[CH2:31][CH2:30][C@H:29]([NH:32][CH3:33])[CH2:28][CH2:27]1)=[O:24].[I-].[Na+].CCN(C(C)C)C(C)C.